This data is from Experimental lipophilicity measurements (octanol/water distribution) for 4,200 compounds from AstraZeneca. The task is: Regression/Classification. Given a drug SMILES string, predict its absorption, distribution, metabolism, or excretion properties. Task type varies by dataset: regression for continuous measurements (e.g., permeability, clearance, half-life) or binary classification for categorical outcomes (e.g., BBB penetration, CYP inhibition). For this dataset (lipophilicity_astrazeneca), we predict Y. The drug is Cc1ccc(-c2cc(C(=O)N3CCOCC3)c3cc(C)ccc3n2)cc1. The Y is 3.60 logD.